This data is from Forward reaction prediction with 1.9M reactions from USPTO patents (1976-2016). The task is: Predict the product of the given reaction. (1) Given the reactants C(Cl)CCl.[F:5][C:6]1[CH:7]=[CH:8][C:9]([NH:12][NH2:13])=[N:10][CH:11]=1.[C:14](O)(=[O:18])[CH:15]([CH3:17])[CH3:16].C1C=CC2N(O)N=NC=2C=1, predict the reaction product. The product is: [F:5][C:6]1[CH:7]=[CH:8][C:9]([NH:12][NH:13][C:14](=[O:18])[CH:15]([CH3:17])[CH3:16])=[N:10][CH:11]=1. (2) Given the reactants [CH3:1][O:2][C:3]1[CH:8]=[CH:7][C:6]([CH:9]([CH3:14])[C:10]([O:12][CH3:13])=[O:11])=[CH:5][CH:4]=1.CN(C)P(=O)(N(C)C)N(C)C.[CH:26]([N-]C(C)C)(C)C.[Li+].BrC[CH2:36][CH:37]([CH3:39])[CH3:38], predict the reaction product. The product is: [CH3:1][O:2][C:3]1[CH:4]=[CH:5][C:6]([C:9]([CH3:26])([CH2:14][CH2:36][CH:37]([CH3:39])[CH3:38])[C:10]([O:12][CH3:13])=[O:11])=[CH:7][CH:8]=1. (3) The product is: [CH3:2][O:3][C:4](=[O:10])[C@H:5]([CH:7]([CH2:9][CH2:12][C:13]1[CH:14]=[CH:15][C:16]([C:19]2[CH:24]=[CH:23][CH:22]=[CH:21][C:20]=2[C:25]#[N:26])=[CH:17][CH:18]=1)[CH3:8])[NH2:6]. Given the reactants Cl.[CH3:2][O:3][C:4](=[O:10])[C@H:5]([CH:7]([CH3:9])[CH3:8])[NH2:6].Br[CH2:12][C:13]1[CH:18]=[CH:17][C:16]([C:19]2[CH:24]=[CH:23][CH:22]=[CH:21][C:20]=2[C:25]#[N:26])=[CH:15][CH:14]=1, predict the reaction product. (4) Given the reactants [F:1][C:2]1[CH:7]=[C:6](F)[CH:5]=[CH:4][C:3]=1[S:9]([NH2:12])(=[O:11])=[O:10].[Cl:13][C:14]1[CH:19]=[CH:18][C:17]([C:20]2[CH:25]=[CH:24][CH:23]=[CH:22][C:21]=2[CH2:26][N:27]2[CH2:32][CH2:31][NH:30][CH2:29][CH2:28]2)=[CH:16][CH:15]=1.C(N(CC)C(C)C)(C)C, predict the reaction product. The product is: [Cl:13][C:14]1[CH:19]=[CH:18][C:17]([C:20]2[CH:25]=[CH:24][CH:23]=[CH:22][C:21]=2[CH2:26][N:27]2[CH2:28][CH2:29][N:30]([C:6]3[CH:5]=[CH:4][C:3]([S:9]([NH2:12])(=[O:11])=[O:10])=[C:2]([F:1])[CH:7]=3)[CH2:31][CH2:32]2)=[CH:16][CH:15]=1. (5) Given the reactants [OH:1][C:2]12[C:13]3[C:8](=[CH:9][CH:10]=[CH:11][CH:12]=3)[C:7](=[O:14])[C:6]1(O)[C:5]1[CH:16]=[CH:17][C:18]([CH:20]([CH3:22])[CH3:21])=[CH:19][C:4]=1[O:3]2.CC[O:25][C:26](/N=N/C(OCC)=O)=[O:27].C1C=CC(P([C:48]2[CH:53]=[CH:52]C=CC=2)C2C=CC=CC=2)=CC=1.[C:54]([NH:61][C:62]([NH2:64])=[NH:63])([O:56][C:57]([CH3:60])([CH3:59])[CH3:58])=[O:55].[CH2:65]1COCC1, predict the reaction product. The product is: [C:57]([O:56][C:54](=[O:55])[N:61]=[C:62]([NH:64][C:26]([O:27][C:53]([CH3:52])([CH3:48])[CH3:65])=[O:25])[NH:63][C:6]12[C:7](=[O:14])[C:12]3[C:13](=[CH:8][CH:9]=[CH:10][CH:11]=3)[C:2]1([OH:3])[O:1][C:16]1[CH:17]=[C:18]([CH:20]([CH3:21])[CH3:22])[CH:19]=[CH:4][C:5]=12)([CH3:59])([CH3:60])[CH3:58]. (6) The product is: [C:5]([O:27][CH:22]([C:17]1[N:18]([CH3:21])[C:19](=[O:20])[C:8]2[N:7]([CH2:6][C:5]3[CH:4]=[CH:3][C:2]([F:1])=[CH:36][CH:35]=3)[C:15]3[C:10]([C:9]=2[C:16]=1[C:28]1[CH:29]=[CH:30][C:31]([CH3:34])=[CH:32][CH:33]=1)=[CH:11][CH:12]=[CH:13][CH:14]=3)[C:23]([O:25][CH3:26])=[O:24])([CH3:35])([CH3:6])[CH3:4]. Given the reactants [F:1][C:2]1[CH:36]=[CH:35][C:5]([CH2:6][N:7]2[C:15]3[C:10](=[CH:11][CH:12]=[CH:13][CH:14]=3)[C:9]3[C:16]([C:28]4[CH:33]=[CH:32][C:31]([CH3:34])=[CH:30][CH:29]=4)=[C:17]([CH:22]([OH:27])[C:23]([O:25][CH3:26])=[O:24])[N:18]([CH3:21])[C:19](=[O:20])[C:8]2=3)=[CH:4][CH:3]=1.Cl(O)(=O)(=O)=O, predict the reaction product. (7) Given the reactants [C:1]([C:3]1[S:7][C:6](C2C=CC(C(O)=O)=CC=2)=[CH:5][CH:4]=1)#[N:2].CCN=C=N[CH2:22][CH2:23][CH2:24][N:25]([CH3:27])C.Cl.C1C=CC2N([OH:38])N=NC=2C=1.[CH3:39][CH2:40][N:41]([CH:45]([CH3:47])[CH3:46])[CH:42]([CH3:44])C.N1[CH2:52][CH2:51][CH2:50][C@H:49]1[CH2:53]N1CCCC1, predict the reaction product. The product is: [N:25]1([CH2:47][C@@H:45]2[CH2:46][CH2:44][CH2:42][N:41]2[C:40]([C:39]2[CH:52]=[CH:51][C:50]([SH:7]3[CH:6]=[CH:5][CH:4]=[C:3]3[C:1]#[N:2])=[CH:49][CH:53]=2)=[O:38])[CH2:24][CH2:23][CH2:22][CH2:27]1. (8) Given the reactants [Cl:1][C:2]1[CH:3]=[CH:4][C:5]([C:25]#[N:26])=[C:6]([C:8]2[C:13]([O:14][CH3:15])=[CH:12][N:11]([CH:16]([CH2:20][CH:21]([F:23])[F:22])[C:17]([OH:19])=O)[C:10](=[O:24])[CH:9]=2)[CH:7]=1.[NH2:27][C:28]1[CH:38]=[CH:37][C:31]([C:32]([O:34][CH2:35][CH3:36])=[O:33])=[CH:30][CH:29]=1.CC(C)N=C=NC(C)C, predict the reaction product. The product is: [Cl:1][C:2]1[CH:3]=[CH:4][C:5]([C:25]#[N:26])=[C:6]([C:8]2[C:13]([O:14][CH3:15])=[CH:12][N:11]([CH:16]([CH2:20][CH:21]([F:23])[F:22])[C:17]([NH:27][C:28]3[CH:29]=[CH:30][C:31]([C:32]([O:34][CH2:35][CH3:36])=[O:33])=[CH:37][CH:38]=3)=[O:19])[C:10](=[O:24])[CH:9]=2)[CH:7]=1. (9) Given the reactants CN(C(ON1N=NC2C=CC=NC1=2)=[N+](C)C)C.F[P-](F)(F)(F)(F)F.[NH2:25][C:26]1[CH:34]=[C:33]([F:35])[CH:32]=[CH:31][C:27]=1[C:28]([OH:30])=O.Cl.[NH2:37][C@@H:38]([CH2:43][CH2:44][NH:45][C:46]([O:48][C:49]([CH3:52])([CH3:51])[CH3:50])=[O:47])[C:39]([O:41][CH3:42])=[O:40].C(N(C(C)C)CC)(C)C, predict the reaction product. The product is: [NH2:25][C:26]1[CH:34]=[C:33]([F:35])[CH:32]=[CH:31][C:27]=1[C:28]([NH:37][C@@H:38]([CH2:43][CH2:44][NH:45][C:46]([O:48][C:49]([CH3:52])([CH3:51])[CH3:50])=[O:47])[C:39]([O:41][CH3:42])=[O:40])=[O:30]. (10) The product is: [CH2:9]([O:16][C:17]1[CH:18]=[CH:19][C:20]([O:23][CH2:2][CH2:3][CH2:4][C:5]([F:8])([F:7])[F:6])=[CH:21][CH:22]=1)[C:10]1[CH:11]=[CH:12][CH:13]=[CH:14][CH:15]=1. Given the reactants I[CH2:2][CH2:3][CH2:4][C:5]([F:8])([F:7])[F:6].[CH2:9]([O:16][C:17]1[CH:22]=[CH:21][C:20]([OH:23])=[CH:19][CH:18]=1)[C:10]1[CH:15]=[CH:14][CH:13]=[CH:12][CH:11]=1.C(=O)([O-])[O-].[K+].[K+], predict the reaction product.